This data is from Reaction yield outcomes from USPTO patents with 853,638 reactions. The task is: Predict the reaction yield, written as a fraction of the theoretical maximum amount of product (1.0 means a 100% yield; for example, 0.34 means a 34% yield). (1) The reactants are C(OC(=O)COC1C=CC(Cl)=CC=1C#CC1C=C(S(CCC)(=O)=O)C=CC=1F)(C)(C)C.[C:32]([O:36][C:37](=[O:49])[CH2:38][O:39][C:40]1[CH:45]=[CH:44][C:43]([Cl:46])=[CH:42][C:41]=1[C:47]#[CH:48])([CH3:35])([CH3:34])[CH3:33].Br[C:51]1[CH:56]=[CH:55][C:54]([C:57]2[CH:62]=[CH:61][C:60]([O:63][CH3:64])=[CH:59][CH:58]=2)=[C:53]([S:65]([CH3:68])(=[O:67])=[O:66])[CH:52]=1. No catalyst specified. The product is [C:32]([O:36][C:37](=[O:49])[CH2:38][O:39][C:40]1[CH:45]=[CH:44][C:43]([Cl:46])=[CH:42][C:41]=1[C:47]#[C:48][C:51]1[CH:56]=[CH:55][C:54]([C:57]2[CH:62]=[CH:61][C:60]([O:63][CH3:64])=[CH:59][CH:58]=2)=[C:53]([S:65]([CH3:68])(=[O:66])=[O:67])[CH:52]=1)([CH3:35])([CH3:34])[CH3:33]. The yield is 0.720. (2) The reactants are C(NC1C=CC(C2C=C3C(CN([C@@H](C(C)C)C(O)=O)C3=O)=CC=2)=CC=1)(=O)C1C=CC=CC=1.[Cl:33][C:34]1[CH:66]=[CH:65][CH:64]=[CH:63][C:35]=1[C:36]([NH:38][C:39]1[CH:44]=[CH:43][C:42]([C:45]2[CH:53]=[C:52]3[C:48]([CH2:49][N:50]([C@@H:55]([CH:60]([CH3:62])[CH3:61])[C:56]([O:58]C)=[O:57])[C:51]3=[O:54])=[CH:47][CH:46]=2)=[CH:41][CH:40]=1)=[O:37]. No catalyst specified. The yield is 0.840. The product is [Cl:33][C:34]1[CH:66]=[CH:65][CH:64]=[CH:63][C:35]=1[C:36]([NH:38][C:39]1[CH:44]=[CH:43][C:42]([C:45]2[CH:53]=[C:52]3[C:48]([CH2:49][N:50]([C@@H:55]([CH:60]([CH3:61])[CH3:62])[C:56]([OH:58])=[O:57])[C:51]3=[O:54])=[CH:47][CH:46]=2)=[CH:41][CH:40]=1)=[O:37]. (3) The reactants are C[O:2][C:3](=[O:12])[CH2:4][S:5][CH2:6][CH2:7][C:8]([O:10]C)=[O:9].O.[OH-].[Li+].Cl. The catalyst is C1COCC1.CO.O.O. The product is [C:3]([CH2:4][S:5][CH2:6][CH2:7][C:8]([OH:10])=[O:9])([OH:12])=[O:2]. The yield is 0.850. (4) The yield is 0.220. The catalyst is ClCCl. The product is [F:19][C:18]([F:21])([F:20])[C:14]([OH:36])=[O:54].[Cl:26][C:23]1[CH:24]=[CH:25][C:2]([NH:1][C:40](=[O:41])[C:39]2[CH:43]=[CH:44][CH:45]=[C:37]([C:35]([N:34]([CH3:33])[CH2:46][CH2:47][N:48]3[CH2:49][CH2:50][O:51][CH2:52][CH2:53]3)=[O:36])[CH:38]=2)=[C:3]([C:4](=[O:5])[NH:6][C:7]2[CH:11]=[CH:10][N:9]([C:12]3[CH:17]=[CH:16][CH:15]=[C:14]([C:18]([F:20])([F:21])[F:19])[CH:13]=3)[N:8]=2)[CH:22]=1. The reactants are [NH2:1][C:2]1[CH:25]=[CH:24][C:23]([Cl:26])=[CH:22][C:3]=1[C:4]([NH:6][C:7]1[CH:11]=[CH:10][N:9]([C:12]2[CH:17]=[CH:16][CH:15]=[C:14]([C:18]([F:21])([F:20])[F:19])[CH:13]=2)[N:8]=1)=[O:5].N1C=CC=CC=1.[CH3:33][N:34]([CH2:46][CH2:47][N:48]1[CH2:53][CH2:52][O:51][CH2:50][CH2:49]1)[C:35]([C:37]1[CH:38]=[C:39]([CH:43]=[CH:44][CH:45]=1)[C:40](Cl)=[O:41])=[O:36].[OH2:54]. (5) The reactants are [C:1]([C:5]1[CH:10]=[CH:9][C:8]([S:11]([NH:14][C:15]2[C:20]([O:21][C:22]3[CH:27]=[CH:26][CH:25]=[CH:24][C:23]=3[O:28][CH3:29])=[C:19]([O:30][CH2:31][CH:32]=[O:33])[N:18]=[C:17]([C:34]3[N:39]=[CH:38][CH:37]=[CH:36][N:35]=3)[N:16]=2)(=[O:13])=[O:12])=[CH:7][CH:6]=1)([CH3:4])([CH3:3])[CH3:2].[BH4-].[Na+].O. The catalyst is CO. The product is [CH3:4][C:1]([C:5]1[CH:10]=[CH:9][C:8]([S:11]([NH:14][C:15]2[C:20]([O:21][C:22]3[CH:27]=[CH:26][CH:25]=[CH:24][C:23]=3[O:28][CH3:29])=[C:19]([O:30][CH2:31][CH2:32][OH:33])[N:18]=[C:17]([C:34]3[N:35]=[CH:36][CH:37]=[CH:38][N:39]=3)[N:16]=2)(=[O:12])=[O:13])=[CH:7][CH:6]=1)([CH3:2])[CH3:3]. The yield is 0.608. (6) The catalyst is C(Cl)Cl. The reactants are [Cl:1][C:2]1[N:3]([CH2:10][C@@:11]([OH:19])([CH3:18])[CH2:12]OS(C)(=O)=O)[CH:4]=[C:5]([N+:7]([O-:9])=[O:8])[N:6]=1.C1CCN2C(=NCCC2)CC1. The yield is 0.910. The product is [Cl:1][C:2]1[N:3]([CH2:10][C@@:11]2([CH3:18])[CH2:12][O:19]2)[CH:4]=[C:5]([N+:7]([O-:9])=[O:8])[N:6]=1. (7) The reactants are Cl[C:2]1[N:3]=[C:4]([N:11]2[CH2:16][CH2:15][O:14][CH2:13][CH2:12]2)[C:5]2[S:10][CH2:9][CH2:8][C:6]=2[N:7]=1.[CH3:17][C:18]1[CH:24]=[CH:23][C:21]([NH2:22])=[CH:20][C:19]=1B1OC(C)(C)C(C)(C)O1.C([O-])([O-])=O.[Na+].[Na+].C(Cl)Cl. The catalyst is COCCOC. The product is [CH3:17][C:18]1[CH:24]=[CH:23][C:21]([NH2:22])=[CH:20][C:19]=1[C:2]1[N:3]=[C:4]([N:11]2[CH2:16][CH2:15][O:14][CH2:13][CH2:12]2)[C:5]2[S:10][CH2:9][CH2:8][C:6]=2[N:7]=1. The yield is 0.410.